Dataset: Catalyst prediction with 721,799 reactions and 888 catalyst types from USPTO. Task: Predict which catalyst facilitates the given reaction. (1) Reactant: C[O:2][C:3](=[O:16])[CH:4]=[CH:5][C:6]1[C:11]([CH3:12])=[CH:10][C:9]([CH:13]=[O:14])=[CH:8][C:7]=1[CH3:15]. Product: [CH:13]([C:9]1[CH:10]=[C:11]([CH3:12])[C:6]([CH:5]=[CH:4][C:3]([OH:16])=[O:2])=[C:7]([CH3:15])[CH:8]=1)=[O:14]. The catalyst class is: 273. (2) The catalyst class is: 289. Reactant: [Br:1][C:2]1[C:6]2[CH:7]=[C:8]([O:11][CH3:12])[CH:9]=[CH:10][C:5]=2[O:4][C:3]=1[CH:13]([NH:20][C:21]1[CH:29]=[CH:28][C:24]([C:25](O)=[O:26])=[CH:23][CH:22]=1)[CH:14]1[CH2:19][CH2:18][CH2:17][CH2:16][CH2:15]1.Cl.[CH2:31]([O:33][C:34](=[O:38])[CH2:35][CH2:36][NH2:37])[CH3:32].O.ON1C2C=CC=CC=2N=N1.Cl.C(N=C=NCCCN(C)C)C.Cl. Product: [Br:1][C:2]1[C:6]2[CH:7]=[C:8]([O:11][CH3:12])[CH:9]=[CH:10][C:5]=2[O:4][C:3]=1[CH:13]([NH:20][C:21]1[CH:22]=[CH:23][C:24]([C:25]([NH:37][CH2:36][CH2:35][C:34]([O:33][CH2:31][CH3:32])=[O:38])=[O:26])=[CH:28][CH:29]=1)[CH:14]1[CH2:15][CH2:16][CH2:17][CH2:18][CH2:19]1.